This data is from Forward reaction prediction with 1.9M reactions from USPTO patents (1976-2016). The task is: Predict the product of the given reaction. (1) The product is: [C:20]([O:25][CH2:26][CH2:27][O:16][C:15](=[O:17])[C:14]1[CH:18]=[CH:19][C:11]([CH2:10][S:9][C:7]([C:2]2[CH:3]=[CH:4][CH:5]=[CH:6][N:1]=2)=[S:8])=[CH:12][CH:13]=1)(=[O:24])[C:21]([CH3:23])=[CH2:22]. Given the reactants [N:1]1[CH:6]=[CH:5][CH:4]=[CH:3][C:2]=1[C:7]([S:9][CH2:10][C:11]1[CH:19]=[CH:18][C:14]([C:15]([OH:17])=[O:16])=[CH:13][CH:12]=1)=[S:8].[C:20]([O:25][CH2:26][CH2:27]O)(=[O:24])[C:21]([CH3:23])=[CH2:22].Cl.C(N=C=NCCCN(C)C)C, predict the reaction product. (2) The product is: [O:1]([C:8]1[CH:9]=[C:10]2[C:15](=[CH:16][CH:17]=1)[N:14]=[C:13]([NH:18][C:30](=[O:32])[CH3:31])[C:12]([CH:19]([CH:24]1[CH2:29][CH2:28][O:27][CH2:26][CH2:25]1)[CH2:20][CH2:21][CH:22]=[CH2:23])=[CH:11]2)[C:2]1[CH:3]=[CH:4][CH:5]=[CH:6][CH:7]=1. Given the reactants [O:1]([C:8]1[CH:9]=[C:10]2[C:15](=[CH:16][CH:17]=1)[N:14]=[C:13]([NH2:18])[C:12]([CH:19]([CH:24]1[CH2:29][CH2:28][O:27][CH2:26][CH2:25]1)[CH2:20][CH2:21][CH:22]=[CH2:23])=[CH:11]2)[C:2]1[CH:7]=[CH:6][CH:5]=[CH:4][CH:3]=1.[C:30](OC(=O)C)(=[O:32])[CH3:31], predict the reaction product. (3) Given the reactants [CH2:1]([CH:8]1[CH2:13][CH2:12][N:11]([C:14](=[O:18])[C:15]([OH:17])=O)[CH2:10][CH2:9]1)[C:2]1[CH:7]=[CH:6][CH:5]=[CH:4][CH:3]=1.[NH2:19][C:20]1[S:21][C:22]2[CH:28]=[C:27]([NH2:29])[CH:26]=[CH:25][C:23]=2[N:24]=1, predict the reaction product. The product is: [NH2:19][C:20]1[S:21][C:22]2[CH:28]=[C:27]([NH:29][C:15](=[O:17])[C:14]([N:11]3[CH2:10][CH2:9][CH:8]([CH2:1][C:2]4[CH:3]=[CH:4][CH:5]=[CH:6][CH:7]=4)[CH2:13][CH2:12]3)=[O:18])[CH:26]=[CH:25][C:23]=2[N:24]=1. (4) Given the reactants [CH3:1][O:2][C:3]1[C:4]([NH:15][C:16](=[O:20])OCC)=[N:5][C:6]2[C:11]([N:12]=1)=[CH:10][C:9]([O:13][CH3:14])=[CH:8][CH:7]=2.[N+:21]([C:24]1[CH:29]=[CH:28][C:27]([N:30]2[CH2:35][CH2:34][NH:33][CH2:32][CH2:31]2)=[CH:26][CH:25]=1)([O-:23])=[O:22], predict the reaction product. The product is: [CH3:1][O:2][C:3]1[C:4]([NH:15][C:16]([N:33]2[CH2:34][CH2:35][N:30]([C:27]3[CH:26]=[CH:25][C:24]([N+:21]([O-:23])=[O:22])=[CH:29][CH:28]=3)[CH2:31][CH2:32]2)=[O:20])=[N:5][C:6]2[C:11]([N:12]=1)=[CH:10][C:9]([O:13][CH3:14])=[CH:8][CH:7]=2. (5) Given the reactants CC(Cl)OC(Cl)=O.C([O-])([O-])=O.[K+].[K+].C([N:21]1[CH2:34][CH:24]2[C:25]3[CH:26]=[C:27]([Cl:33])[CH:28]=[CH:29][C:30]=3[C:31](=[CH2:32])[CH:23]2[CH2:22]1)C1C=CC=CC=1, predict the reaction product. The product is: [Cl:33][C:27]1[CH:28]=[CH:29][C:30]2[C:31](=[CH2:32])[CH:23]3[CH2:22][NH:21][CH2:34][CH:24]3[C:25]=2[CH:26]=1.